From a dataset of Catalyst prediction with 721,799 reactions and 888 catalyst types from USPTO. Predict which catalyst facilitates the given reaction. (1) Reactant: [C:1]([C:3]1[CH:8]=[CH:7][C:6]([N:9]2[C@@H:13]3[CH2:14][CH2:15][CH2:16][CH2:17][C@H:12]3[N:11]([C:18]3[CH:26]=[CH:25][C:21]([C:22]([OH:24])=O)=[C:20]([F:27])[CH:19]=3)[C:10]2=[O:28])=[CH:5][C:4]=1[C:29]([F:32])([F:31])[F:30])#[N:2].Cl.[NH2:34][OH:35].CCN(C(C)C)C(C)C.CCN=C=NCCCN(C)C.C1C=[CH:58][C:59]2N(O)N=N[C:60]=2[CH:61]=1. Product: [C:1]([C:3]1[CH:8]=[CH:7][C:6]([N:9]2[C@@H:13]3[CH2:12][CH2:17][CH2:16][CH2:15][C@H:14]3[N:11]([C:18]3[CH:26]=[CH:25][C:21]([C:22]([NH:34][O:35][CH2:58][CH:59]4[CH2:61][CH2:60]4)=[O:24])=[C:20]([F:27])[CH:19]=3)[C:10]2=[O:28])=[CH:5][C:4]=1[C:29]([F:31])([F:32])[F:30])#[N:2]. The catalyst class is: 85. (2) Reactant: O.O.Cl[Sn]Cl.[CH2:6]([O:8][C:9]1[CH:10]=[C:11]([C:17]([C:20]2[CH:25]=[CH:24][C:23]([O:26][CH3:27])=[C:22]([N+:28]([O-])=O)[CH:21]=2)=[CH:18][CH3:19])[CH:12]=[CH:13][C:14]=1[O:15][CH3:16])[CH3:7].[OH-].[Na+]. Product: [CH2:6]([O:8][C:9]1[CH:10]=[C:11]([C:17]([C:20]2[CH:25]=[CH:24][C:23]([O:26][CH3:27])=[C:22]([NH2:28])[CH:21]=2)=[CH:18][CH3:19])[CH:12]=[CH:13][C:14]=1[O:15][CH3:16])[CH3:7]. The catalyst class is: 162. (3) Reactant: C(OC([N:11]1[CH2:14][CH2:13][C@H:12]1[CH2:15][O:16][C:17]1[CH:18]=[C:19]([N:23]2[CH2:28][CH:27]3[CH:25]([CH2:26]3)[CH2:24]2)[CH:20]=[N:21][CH:22]=1)=O)C1C=CC=CC=1.[C:29]([OH:38])(=[O:37])[C@@H:30]([C@H:32]([C:34]([OH:36])=[O:35])[OH:33])[OH:31]. Product: [C:34]([C@@H:32]([C@H:30]([C:29]([OH:38])=[O:37])[OH:31])[OH:33])([OH:36])=[O:35].[NH:11]1[CH2:14][CH2:13][C@H:12]1[CH2:15][O:16][C:17]1[CH:18]=[C:19]([N:23]2[CH2:24][CH:25]3[CH:27]([CH2:26]3)[CH2:28]2)[CH:20]=[N:21][CH:22]=1. The catalyst class is: 19. (4) Reactant: C([O:3][C:4](=[O:26])[CH2:5][N:6]([C:13]1[CH:14]=[CH:15][CH:16]=[C:17]2[C:22]=1[CH2:21][N:20]([CH2:23][CH:24]=[CH2:25])[CH2:19][CH2:18]2)C(=O)C(F)(F)F)C.[Li+:27].[OH-].[ClH:29]. Product: [ClH:29].[CH2:23]([N:20]1[CH2:19][CH2:18][C:17]2[C:22](=[C:13]([NH:6][CH2:5][C:4]([OH:26])=[O:3])[CH:14]=[CH:15][CH:16]=2)[CH2:21]1)[CH:24]=[CH2:25].[Li+:27].[Cl-:29]. The catalyst class is: 20. (5) Reactant: [CH2:1]([N:8]1[C:16]2[C:11](=[CH:12][C:13]([Cl:17])=[CH:14][CH:15]=2)[CH:10]=[C:9]1[C:18](=[O:22])[CH:19]([CH3:21])[CH3:20])[C:2]1[CH:7]=[CH:6][CH:5]=[CH:4][CH:3]=1.[BH4-].[Na+]. Product: [CH2:1]([N:8]1[C:16]2[C:11](=[CH:12][C:13]([Cl:17])=[CH:14][CH:15]=2)[CH:10]=[C:9]1[CH:18]([OH:22])[CH:19]([CH3:20])[CH3:21])[C:2]1[CH:3]=[CH:4][CH:5]=[CH:6][CH:7]=1. The catalyst class is: 5. (6) Reactant: [CH3:1][O:2][C:3](=[O:12])[CH2:4][C:5]1[CH:10]=[CH:9][C:8]([OH:11])=[CH:7][CH:6]=1.C(=O)([O-])[O-].[K+].[K+].[CH2:19](Br)[C:20]1[CH:25]=[CH:24][CH:23]=[CH:22][CH:21]=1.O. Product: [CH2:19]([O:11][C:8]1[CH:9]=[CH:10][C:5]([CH2:4][C:3]([O:2][CH3:1])=[O:12])=[CH:6][CH:7]=1)[C:20]1[CH:25]=[CH:24][CH:23]=[CH:22][CH:21]=1. The catalyst class is: 9.